Predict the reactants needed to synthesize the given product. From a dataset of Full USPTO retrosynthesis dataset with 1.9M reactions from patents (1976-2016). (1) Given the product [CH3:1][C:2]1([C:9]2[CH:14]=[CH:13][CH:12]=[CH:11][N:10]=2)[NH:6][C:5](=[O:7])[N:4]([CH2:16][C:17](=[O:18])[C:19]2[CH:24]=[CH:23][CH:22]=[CH:21][CH:20]=2)[C:3]1=[O:8], predict the reactants needed to synthesize it. The reactants are: [CH3:1][C:2]1([C:9]2[CH:14]=[CH:13][CH:12]=[CH:11][N:10]=2)[NH:6][C:5](=[O:7])[NH:4][C:3]1=[O:8].Br[CH2:16][C:17]([C:19]1[CH:24]=[CH:23][CH:22]=[CH:21][CH:20]=1)=[O:18]. (2) Given the product [Cl:1][C:2]1[CH:7]=[CH:6][CH:5]=[CH:4][C:3]=1[NH:8][C:9]1[N:14]2[N:15]=[CH:16][C:17]([S:18]([NH:19][CH2:20][CH2:21][O:22][CH3:23])(=[O:24])=[O:25])=[C:13]2[N:12]=[CH:11][C:10]=1[C:26]([N:41]1[CH2:42][CH2:43][CH:38]([C:35]2[CH:34]=[CH:33][C:32]([F:31])=[CH:37][CH:36]=2)[CH2:39][CH2:40]1)=[O:28], predict the reactants needed to synthesize it. The reactants are: [Cl:1][C:2]1[CH:7]=[CH:6][CH:5]=[CH:4][C:3]=1[NH:8][C:9]1[N:14]2[N:15]=[CH:16][C:17]([S:18](=[O:25])(=[O:24])[NH:19][CH2:20][CH2:21][O:22][CH3:23])=[C:13]2[N:12]=[CH:11][C:10]=1[C:26]([O:28]CC)=O.[F:31][C:32]1[CH:37]=[CH:36][C:35]([CH:38]2[CH2:43][CH2:42][NH:41][CH2:40][CH2:39]2)=[CH:34][CH:33]=1. (3) Given the product [NH2:1][C:2]1[CH:3]=[C:4]([CH:9]=[C:10]([C:18]2[C:14]([CH3:13])=[N:15][O:16][C:17]=2[CH3:22])[CH:11]=1)[C:5]([O:7][CH3:8])=[O:6], predict the reactants needed to synthesize it. The reactants are: [NH2:1][C:2]1[CH:3]=[C:4]([CH:9]=[C:10](Br)[CH:11]=1)[C:5]([O:7][CH3:8])=[O:6].[CH3:13][C:14]1[C:18](B(O)O)=[C:17]([CH3:22])[O:16][N:15]=1.P([O-])([O-])([O-])=O.[K+].[K+].[K+]. (4) Given the product [C:19]([Si:23]([C:40]1[CH:41]=[CH:42][CH:43]=[CH:44][CH:45]=1)([C:46]1[CH:47]=[CH:48][CH:49]=[CH:50][CH:51]=1)[O:24][C:25]1[CH:34]=[CH:33][C:32]2[NH:31][C:30](=[O:35])[C:29]3=[C:36]([CH3:39])[N:37]([CH:6]4[CH2:5][CH2:4][CH2:3][CH2:2][O:1]4)[N:38]=[C:28]3[C:27]=2[CH:26]=1)([CH3:22])([CH3:20])[CH3:21], predict the reactants needed to synthesize it. The reactants are: [O:1]1[CH:6]=[CH:5][CH2:4][CH2:3][CH2:2]1.O.C1(C)C=CC(S(O)(=O)=O)=CC=1.[C:19]([Si:23]([C:46]1[CH:51]=[CH:50][CH:49]=[CH:48][CH:47]=1)([C:40]1[CH:45]=[CH:44][CH:43]=[CH:42][CH:41]=1)[O:24][C:25]1[CH:34]=[CH:33][C:32]2[NH:31][C:30](=[O:35])[C:29]3=[C:36]([CH3:39])[NH:37][N:38]=[C:28]3[C:27]=2[CH:26]=1)([CH3:22])([CH3:21])[CH3:20]. (5) Given the product [CH3:21][S:18]([NH:17][CH2:16][CH2:15][C:10]1[CH:11]=[C:12]2[C:7](=[CH:8][CH:9]=1)[CH:6]=[C:5]([O:4][CH2:3][CH2:2][NH:1][C:29](=[O:33])[CH2:30][CH2:31][CH3:32])[CH:14]=[CH:13]2)(=[O:20])=[O:19], predict the reactants needed to synthesize it. The reactants are: [NH2:1][CH2:2][CH2:3][O:4][C:5]1[CH:6]=[C:7]2[C:12](=[CH:13][CH:14]=1)[CH:11]=[C:10]([CH2:15][CH2:16][NH:17][S:18]([CH3:21])(=[O:20])=[O:19])[CH:9]=[CH:8]2.C(N(CC)CC)C.[C:29](Cl)(=[O:33])[CH2:30][CH2:31][CH3:32]. (6) Given the product [CH2:7]([I:2])[CH2:8][CH2:9][CH2:10][CH2:11][CH2:12][CH2:13][CH2:14][CH2:15][CH:16]=[CH2:17], predict the reactants needed to synthesize it. The reactants are: [Na+].[I-:2].CC(C)=O.[CH2:7](Cl)[CH2:8][CH2:9][CH2:10][CH2:11][CH2:12][CH2:13][CH2:14][CH2:15][CH:16]=[CH2:17]. (7) Given the product [N:8]1([CH2:7][C:6]2[CH:5]=[C:4]([CH:15]=[CH:14][CH:13]=2)[NH2:1])[CH2:12][CH2:11][CH2:10][CH2:9]1, predict the reactants needed to synthesize it. The reactants are: [N+:1]([C:4]1[CH:5]=[C:6]([CH:13]=[CH:14][CH:15]=1)[CH2:7][N:8]1[CH2:12][CH2:11][CH2:10][CH2:9]1)([O-])=O.[H][H]. (8) The reactants are: [NH2:1][CH2:2][C:3]1[CH:4]=[CH:5][C:6]([Cl:23])=[C:7]([C:9]2[NH:10][C:11](=[O:22])[N:12]([CH:14]3[CH2:19][CH2:18][C:17]([CH3:21])([CH3:20])[CH2:16][CH2:15]3)[N:13]=2)[CH:8]=1.[C:24](Cl)(=[O:29])[C:25]([CH3:28])([CH3:27])[CH3:26]. Given the product [Cl:23][C:6]1[CH:5]=[CH:4][C:3]([CH2:2][NH:1][C:24](=[O:29])[C:25]([CH3:28])([CH3:27])[CH3:26])=[CH:8][C:7]=1[C:9]1[NH:10][C:11](=[O:22])[N:12]([CH:14]2[CH2:15][CH2:16][C:17]([CH3:20])([CH3:21])[CH2:18][CH2:19]2)[N:13]=1, predict the reactants needed to synthesize it. (9) Given the product [C:48]1([C:42]2[CH:47]=[CH:46][CH:45]=[CH:44][CH:43]=2)[CH:49]=[CH:50][C:51]([NH:52][C:17]([C:13]2[CH:12]=[C:11]3[C:16]([C:8]([N:5]4[CH2:4][CH2:3][N:2]([CH3:1])[CH2:7][CH2:6]4)=[N:9][NH:10]3)=[CH:15][CH:14]=2)=[O:19])=[CH:53][CH:54]=1, predict the reactants needed to synthesize it. The reactants are: [CH3:1][N:2]1[CH2:7][CH2:6][N:5]([C:8]2[C:16]3[C:11](=[CH:12][C:13]([C:17]([O-:19])=O)=[CH:14][CH:15]=3)[NH:10][N:9]=2)[CH2:4][CH2:3]1.[Li+].C(Cl)CCl.C1C=CC2N(O)N=NC=2C=1.CCN(CC)CC.[C:42]1([C:48]2[CH:54]=[CH:53][C:51]([NH2:52])=[CH:50][CH:49]=2)[CH:47]=[CH:46][CH:45]=[CH:44][CH:43]=1. (10) Given the product [CH3:12][C:9]1[CH:8]=[CH:7][CH:6]=[C:5]2[C:10]=1[CH:11]=[C:2]([N:19]1[CH2:20][CH2:21][CH:16]([N:15]([CH3:22])[CH3:14])[CH2:17][CH2:18]1)[NH:3][C:4]2=[O:13], predict the reactants needed to synthesize it. The reactants are: Cl[C:2]1[NH:3][C:4](=[O:13])[C:5]2[C:10]([CH:11]=1)=[C:9]([CH3:12])[CH:8]=[CH:7][CH:6]=2.[CH3:14][N:15]([CH3:22])[CH:16]1[CH2:21][CH2:20][NH:19][CH2:18][CH2:17]1.